Task: Regression. Given two drug SMILES strings and cell line genomic features, predict the synergy score measuring deviation from expected non-interaction effect.. Dataset: NCI-60 drug combinations with 297,098 pairs across 59 cell lines (1) Cell line: MOLT-4. Synergy scores: CSS=3.41, Synergy_ZIP=-0.842, Synergy_Bliss=-2.07, Synergy_Loewe=-0.0633, Synergy_HSA=-2.05. Drug 2: CC(C)CN1C=NC2=C1C3=CC=CC=C3N=C2N. Drug 1: CC12CCC3C(C1CCC2O)C(CC4=C3C=CC(=C4)O)CCCCCCCCCS(=O)CCCC(C(F)(F)F)(F)F. (2) Drug 1: CC1=C2C(C(=O)C3(C(CC4C(C3C(C(C2(C)C)(CC1OC(=O)C(C(C5=CC=CC=C5)NC(=O)OC(C)(C)C)O)O)OC(=O)C6=CC=CC=C6)(CO4)OC(=O)C)OC)C)OC. Drug 2: CC1=C(C(CCC1)(C)C)C=CC(=CC=CC(=CC(=O)O)C)C. Cell line: UACC62. Synergy scores: CSS=48.6, Synergy_ZIP=11.6, Synergy_Bliss=11.8, Synergy_Loewe=2.87, Synergy_HSA=15.2. (3) Drug 1: C1CN1P(=S)(N2CC2)N3CC3. Drug 2: CN(CCCl)CCCl.Cl. Cell line: DU-145. Synergy scores: CSS=68.0, Synergy_ZIP=1.68, Synergy_Bliss=-0.528, Synergy_Loewe=0.864, Synergy_HSA=2.78. (4) Drug 1: CCC1=C2CN3C(=CC4=C(C3=O)COC(=O)C4(CC)O)C2=NC5=C1C=C(C=C5)O. Drug 2: C1C(C(OC1N2C=NC3=C2NC=NCC3O)CO)O. Cell line: OVCAR-5. Synergy scores: CSS=29.4, Synergy_ZIP=-3.09, Synergy_Bliss=1.13, Synergy_Loewe=-28.4, Synergy_HSA=2.05. (5) Drug 1: CCN(CC)CCNC(=O)C1=C(NC(=C1C)C=C2C3=C(C=CC(=C3)F)NC2=O)C. Drug 2: C(CN)CNCCSP(=O)(O)O. Cell line: SK-OV-3. Synergy scores: CSS=-5.87, Synergy_ZIP=2.52, Synergy_Bliss=1.38, Synergy_Loewe=-6.85, Synergy_HSA=-4.99.